Task: Regression. Given two drug SMILES strings and cell line genomic features, predict the synergy score measuring deviation from expected non-interaction effect.. Dataset: Merck oncology drug combination screen with 23,052 pairs across 39 cell lines (1) Drug 1: CCC1(O)CC2CN(CCc3c([nH]c4ccccc34)C(C(=O)OC)(c3cc4c(cc3OC)N(C)C3C(O)(C(=O)OC)C(OC(C)=O)C5(CC)C=CCN6CCC43C65)C2)C1. Drug 2: COC1CC2CCC(C)C(O)(O2)C(=O)C(=O)N2CCCCC2C(=O)OC(C(C)CC2CCC(OP(C)(C)=O)C(OC)C2)CC(=O)C(C)C=C(C)C(O)C(OC)C(=O)C(C)CC(C)C=CC=CC=C1C. Cell line: NCIH2122. Synergy scores: synergy=-8.91. (2) Drug 1: COC12C(COC(N)=O)C3=C(C(=O)C(C)=C(N)C3=O)N1CC1NC12. Drug 2: Cn1c(=O)n(-c2ccc(C(C)(C)C#N)cc2)c2c3cc(-c4cnc5ccccc5c4)ccc3ncc21. Cell line: UACC62. Synergy scores: synergy=29.7. (3) Drug 1: COc1cc(C2c3cc4c(cc3C(OC3OC5COC(C)OC5C(O)C3O)C3COC(=O)C23)OCO4)cc(OC)c1O. Drug 2: C#Cc1cccc(Nc2ncnc3cc(OCCOC)c(OCCOC)cc23)c1. Cell line: PA1. Synergy scores: synergy=-14.7. (4) Drug 1: C=CCn1c(=O)c2cnc(Nc3ccc(N4CCN(C)CC4)cc3)nc2n1-c1cccc(C(C)(C)O)n1. Drug 2: CCc1c2c(nc3ccc(O)cc13)-c1cc3c(c(=O)n1C2)COC(=O)C3(O)CC. Cell line: LOVO. Synergy scores: synergy=5.65. (5) Drug 1: CCC1(O)C(=O)OCc2c1cc1n(c2=O)Cc2cc3c(CN(C)C)c(O)ccc3nc2-1. Drug 2: Cn1cc(-c2cnn3c(N)c(Br)c(C4CCCNC4)nc23)cn1. Cell line: SKMEL30. Synergy scores: synergy=61.6.